Dataset: Catalyst prediction with 721,799 reactions and 888 catalyst types from USPTO. Task: Predict which catalyst facilitates the given reaction. (1) Reactant: C[O:2][C:3](=[O:19])[CH2:4][CH2:5][CH2:6][CH2:7][CH2:8][S:9][C:10]1[CH:15]=[CH:14][C:13]([N:16]([CH3:18])[CH3:17])=[CH:12][CH:11]=1.NO.[OH-].[K+].CO. Product: [CH3:18][N:16]([CH3:17])[C:13]1[CH:12]=[CH:11][C:10]([S:9][CH2:8][CH2:7][CH2:6][CH2:5][CH2:4][C:3]([OH:19])=[O:2])=[CH:15][CH:14]=1. The catalyst class is: 1. (2) Reactant: C(OC([N:8]1[CH2:12][CH2:11][CH2:10][CH:9]1[C:13](=[O:32])[NH:14][C:15]1[CH:20]=[CH:19][C:18]([C:21]2[CH:26]=[CH:25][CH:24]=[CH:23][C:22]=2[S:27]([CH3:30])(=[O:29])=[O:28])=[CH:17][C:16]=1[CH3:31])=O)(C)(C)C.FC(F)(F)C(O)=O. Product: [CH3:30][S:27]([C:22]1[CH:23]=[CH:24][CH:25]=[CH:26][C:21]=1[C:18]1[CH:19]=[CH:20][C:15]([NH:14][C:13]([CH:9]2[CH2:10][CH2:11][CH2:12][NH:8]2)=[O:32])=[C:16]([CH3:31])[CH:17]=1)(=[O:29])=[O:28]. The catalyst class is: 2. (3) Reactant: [OH-].[Li+].[CH2:3]([NH:7][C:8]1[C:9]2[C:16]([C:17]3[CH:22]=[CH:21][CH:20]=[CH:19][CH:18]=3)=[C:15]([C:23]3[CH:32]=[CH:31][C:26]([C:27]([O:29]C)=[O:28])=[CH:25][CH:24]=3)[O:14][C:10]=2[N:11]=[CH:12][N:13]=1)[CH:4]([CH3:6])[CH3:5]. Product: [CH2:3]([NH:7][C:8]1[C:9]2[C:16]([C:17]3[CH:22]=[CH:21][CH:20]=[CH:19][CH:18]=3)=[C:15]([C:23]3[CH:24]=[CH:25][C:26]([C:27]([OH:29])=[O:28])=[CH:31][CH:32]=3)[O:14][C:10]=2[N:11]=[CH:12][N:13]=1)[CH:4]([CH3:6])[CH3:5]. The catalyst class is: 24. (4) Reactant: [Cl:1]N1C(=O)N(Cl)C(=O)N(Cl)C1=O.[Cl:13][C:14]1[N:15]=[N:16][C:17]([CH3:20])=[CH:18][CH:19]=1. Product: [Cl:13][C:14]1[N:15]=[N:16][C:17]([CH2:20][Cl:1])=[CH:18][CH:19]=1. The catalyst class is: 22.